From a dataset of Full USPTO retrosynthesis dataset with 1.9M reactions from patents (1976-2016). Predict the reactants needed to synthesize the given product. (1) Given the product [F:1][C:2]1[CH:3]=[C:4]([C:9]2[C:10]3[N:11]([N:15]=[C:16]([NH:18][C@@H:19]4[CH2:24][CH2:23][N:22]([C:25]5[CH:20]=[C:19]([CH3:24])[N:18]=[CH:16][N:15]=5)[CH2:21][C@@H:20]4[O:32][CH3:33])[N:17]=3)[CH:12]=[CH:13][CH:14]=2)[CH:5]=[CH:6][C:7]=1[F:8], predict the reactants needed to synthesize it. The reactants are: [F:1][C:2]1[CH:3]=[C:4]([C:9]2[C:10]3[N:11]([N:15]=[C:16]([NH:18][C@@H:19]4[CH2:24][CH2:23][N:22]([C:25](OC(C)(C)C)=O)[CH2:21][C@@H:20]4[O:32][CH3:33])[N:17]=3)[CH:12]=[CH:13][CH:14]=2)[CH:5]=[CH:6][C:7]=1[F:8].Cl. (2) Given the product [CH3:1][C:2]1[CH:7]=[C:6]([C:8]([N:10]2[C:16]3[CH:17]=[CH:18][CH:19]=[CH:20][C:15]=3[CH2:14][N:13]3[C:21]([C:24]([NH:26][CH2:27][C:28]4[CH:33]=[CH:32][C:31]([OH:34])=[CH:30][CH:29]=4)=[O:25])=[CH:22][CH:23]=[C:12]3[CH2:11]2)=[O:9])[CH:5]=[CH:4][C:3]=1[C:36]1[CH:41]=[CH:40][CH:39]=[CH:38][C:37]=1[CH3:42], predict the reactants needed to synthesize it. The reactants are: [CH3:1][C:2]1[CH:7]=[C:6]([C:8]([N:10]2[C:16]3[CH:17]=[CH:18][CH:19]=[CH:20][C:15]=3[CH2:14][N:13]3[C:21]([C:24]([NH:26][CH2:27][C:28]4[CH:33]=[CH:32][C:31]([O:34]C)=[CH:30][CH:29]=4)=[O:25])=[CH:22][CH:23]=[C:12]3[CH2:11]2)=[O:9])[CH:5]=[CH:4][C:3]=1[C:36]1[CH:41]=[CH:40][CH:39]=[CH:38][C:37]=1[CH3:42].B(Br)(Br)Br. (3) Given the product [C:35]([O:34][C:32]([N:8]([C:6]([O:5][C:1]([CH3:4])([CH3:3])[CH3:2])=[O:7])[C:9]1[C:14]([C:15]([O:17][CH3:18])=[O:16])=[C:13]([CH:19]=[CH2:20])[C:12]([C:21]2[NH:22][N:23]=[CH:24][CH:25]=2)=[CH:11][CH:10]=1)=[O:33])([CH3:38])([CH3:36])[CH3:37], predict the reactants needed to synthesize it. The reactants are: [C:1]([O:5][C:6]([N:8]([C:32]([O:34][C:35]([CH3:38])([CH3:37])[CH3:36])=[O:33])[C:9]1[C:14]([C:15]([O:17][CH3:18])=[O:16])=[C:13]([CH:19]=[CH2:20])[C:12]([C:21]2[N:22](C3CCCCO3)[N:23]=[CH:24][CH:25]=2)=[CH:11][CH:10]=1)=[O:7])([CH3:4])([CH3:3])[CH3:2].C(=O)(O)[O-].[Na+]. (4) Given the product [Cl:26][C:27]1[CH:32]=[CH:31][CH:30]=[CH:29][C:28]=1[CH2:33][C:34]1[N:35]=[C:23]([CH:11]2[CH2:10][CH:9]([C:6]3[CH:7]=[CH:8][C:3]([CH2:1][CH3:2])=[CH:4][CH:5]=3)[CH2:14][N:13]([C:15]([N:17]3[CH2:22][CH2:21][O:20][CH2:19][CH2:18]3)=[O:16])[CH2:12]2)[O:25][N:37]=1, predict the reactants needed to synthesize it. The reactants are: [CH2:1]([C:3]1[CH:8]=[CH:7][C:6]([CH:9]2[CH2:14][N:13]([C:15]([N:17]3[CH2:22][CH2:21][O:20][CH2:19][CH2:18]3)=[O:16])[CH2:12][CH:11]([C:23]([OH:25])=O)[CH2:10]2)=[CH:5][CH:4]=1)[CH3:2].[Cl:26][C:27]1[CH:32]=[CH:31][CH:30]=[CH:29][C:28]=1[CH2:33][C:34](=[NH:37])[NH:35]O.